This data is from Catalyst prediction with 721,799 reactions and 888 catalyst types from USPTO. The task is: Predict which catalyst facilitates the given reaction. Reactant: [NH2:1][C:2]1[CH:3]=[CH:4][C:5]([C:8]([O-:10])=O)=[N:6][CH:7]=1.Cl[C:12]1[N:13]=[C:14]([S:23][CH3:24])[N:15]=[N:16][C:17]=1[C:18]([O:20][CH2:21][CH3:22])=[O:19].[CH:25]1([NH2:28])[CH2:27][CH2:26]1.C(N(C(C)C)CC)(C)C.CN(C(ON1N=NC2C=CC=NC1=2)=[N+](C)C)C.F[P-](F)(F)(F)(F)F. Product: [CH:25]1([NH:28][C:8]([C:5]2[N:6]=[CH:7][C:2]([NH:1][C:12]3[N:13]=[C:14]([S:23][CH3:24])[N:15]=[N:16][C:17]=3[C:18]([O:20][CH2:21][CH3:22])=[O:19])=[CH:3][CH:4]=2)=[O:10])[CH2:27][CH2:26]1. The catalyst class is: 148.